Dataset: Forward reaction prediction with 1.9M reactions from USPTO patents (1976-2016). Task: Predict the product of the given reaction. (1) Given the reactants C([O:8][C:9]1[CH:10]=[N:11][CH:12]=[C:13]([C:15]([CH3:23])([CH3:22])[O:16][SiH2:17][C:18]([CH3:21])([CH3:20])[CH3:19])[CH:14]=1)C1C=CC=CC=1, predict the reaction product. The product is: [C:18]([SiH2:17][O:16][C:15]([CH3:23])([CH3:22])[C:13]1[CH:14]=[C:9]([OH:8])[CH:10]=[N:11][CH:12]=1)([CH3:21])([CH3:19])[CH3:20]. (2) Given the reactants [CH3:1][N:2]1[C:6]([S:7][CH2:8][C:9]2[N:13]([CH2:14][CH2:15][CH3:16])[CH:12]=[N:11][CH:10]=2)=[N:5][C:4]([N+:17]([O-])=O)=[N:3]1.[Cl-].[Ca+2].[Cl-], predict the reaction product. The product is: [CH3:1][N:2]1[C:6]([S:7][CH2:8][C:9]2[N:13]([CH2:14][CH2:15][CH3:16])[CH:12]=[N:11][CH:10]=2)=[N:5][C:4]([NH2:17])=[N:3]1. (3) Given the reactants [Br:1][CH:2]([CH3:6])[C:3](Cl)=[O:4].[NH:7]1[C:15]2[C:10](=[CH:11][CH:12]=[CH:13][C:14]=2[CH2:16][NH:17][CH2:18][C:19]2[CH:24]=[CH:23][C:22]([O:25][CH3:26])=[CH:21][C:20]=2[O:27][CH3:28])[CH:9]=[CH:8]1.C(N(CC)CC)C, predict the reaction product. The product is: [CH3:28][O:27][C:20]1[CH:21]=[C:22]([O:25][CH3:26])[CH:23]=[CH:24][C:19]=1[CH2:18][N:17]([CH2:16][C:14]1[CH:13]=[CH:12][CH:11]=[C:10]2[C:15]=1[NH:7][CH:8]=[CH:9]2)[C:3](=[O:4])[CH:2]([Br:1])[CH3:6].